The task is: Predict which catalyst facilitates the given reaction.. This data is from Catalyst prediction with 721,799 reactions and 888 catalyst types from USPTO. (1) Reactant: Cl[C:2]1[CH:7]=[C:6]([N+:8]([O-:10])=[O:9])[C:5]([CH3:11])=[CH:4][N+:3]=1[O-:12].[NH2:13][C@@H:14]1[CH2:19][CH2:18][C@H:17]([NH:20][C:21](=[O:30])[C:22]2[CH:27]=[CH:26][C:25]([F:28])=[C:24]([Cl:29])[CH:23]=2)[CH2:16][CH2:15]1.C([O-])(O)=O.[Na+]. Product: [Cl:29][C:24]1[CH:23]=[C:22]([CH:27]=[CH:26][C:25]=1[F:28])[C:21]([NH:20][C@H:17]1[CH2:16][CH2:15][C@@H:14]([NH:13][C:2]2[CH:7]=[C:6]([N+:8]([O-:10])=[O:9])[C:5]([CH3:11])=[CH:4][N+:3]=2[O-:12])[CH2:19][CH2:18]1)=[O:30]. The catalyst class is: 51. (2) Reactant: [CH:1]1([C@H:6]2[C@H:14]([CH3:15])[O:13][C:12](=[O:16])[C@@H:11]([NH:17][C:18](=[O:28])[C:19]3[C:24]([OH:25])=[C:23]([O:26][CH3:27])[CH:22]=[CH:21][N:20]=3)[CH2:10][O:9][CH2:8][C@@H:7]2[CH2:29][CH2:30][CH:31]([CH3:33])[CH3:32])[CH2:5][CH2:4][CH2:3][CH2:2]1.[C:34](Cl)(=[O:38])[CH:35]([CH3:37])[CH3:36]. Product: [C:34]([O:25][C:24]1[C:19]([C:18](=[O:28])[NH:17][C@H:11]2[CH2:10][O:9][CH2:8][C@H:7]([CH2:29][CH2:30][CH:31]([CH3:33])[CH3:32])[C@@H:6]([CH:1]3[CH2:5][CH2:4][CH2:3][CH2:2]3)[C@H:14]([CH3:15])[O:13][C:12]2=[O:16])=[N:20][CH:21]=[CH:22][C:23]=1[O:26][CH3:27])(=[O:38])[CH:35]([CH3:37])[CH3:36]. The catalyst class is: 79. (3) Reactant: [Cl:1][C:2]1[N:7]=[CH:6][C:5]2[CH2:8][CH2:9][O:10][CH:11]([OH:12])[C:4]=2[CH:3]=1. Product: [Cl:1][C:2]1[N:7]=[CH:6][C:5]2[CH2:8][CH2:9][O:10][C:11](=[O:12])[C:4]=2[CH:3]=1. The catalyst class is: 177. (4) Reactant: [Cl:1][C:2]1[CH:10]=[C:9]([Cl:11])[C:8]([S:12]([NH:15][C:16]2[CH:21]=[CH:20][CH:19]=[CH:18][C:17]=2[F:22])(=[O:14])=[O:13])=[CH:7][C:3]=1[C:4]([OH:6])=O.CN(C(ON1N=NC2C=CC=NC1=2)=[N+](C)C)C.F[P-](F)(F)(F)(F)F.[CH2:47]1[NH:52][CH2:51][CH2:50][N:49]2[CH2:53][CH2:54][CH2:55][C@H:48]12.CN(C)C(=O)C. Product: [Cl:11][C:9]1[CH:10]=[C:2]([Cl:1])[C:3]([C:4]([N:52]2[CH2:51][CH2:50][N:49]3[CH2:53][CH2:54][CH2:55][C@@H:48]3[CH2:47]2)=[O:6])=[CH:7][C:8]=1[S:12]([NH:15][C:16]1[CH:21]=[CH:20][CH:19]=[CH:18][C:17]=1[F:22])(=[O:14])=[O:13]. The catalyst class is: 504. (5) Reactant: [C:1]([N:8]1[CH2:16][CH2:15][CH:11]([C:12]([OH:14])=O)[CH2:10][CH2:9]1)([O:3][C:4]([CH3:7])([CH3:6])[CH3:5])=[O:2].CN(C(ON1N=NC2C=CC=NC1=2)=[N+](C)C)C.F[P-](F)(F)(F)(F)F.CCN(C(C)C)C(C)C.[C:50]([NH:57][CH2:58][CH2:59][NH2:60])([O:52][C:53]([CH3:56])([CH3:55])[CH3:54])=[O:51]. Product: [C:4]([O:3][C:1]([N:8]1[CH2:9][CH2:10][CH:11]([C:12](=[O:14])[NH:60][CH2:59][CH2:58][NH:57][C:50]([O:52][C:53]([CH3:56])([CH3:55])[CH3:54])=[O:51])[CH2:15][CH2:16]1)=[O:2])([CH3:5])([CH3:6])[CH3:7]. The catalyst class is: 3. (6) Reactant: [F:1][C:2]1[CH:3]=[CH:4][C:5]([CH2:8][CH2:9][N:10]2[CH2:15][CH2:14][NH:13][C:12](=[O:16])[CH2:11]2)=[N:6][CH:7]=1.Br[C:18]1[CH:23]=[CH:22][C:21]2[C:24]3[CH2:25][N:26]([C:32]([O:34][C:35]([CH3:38])([CH3:37])[CH3:36])=[O:33])[CH2:27][CH2:28][CH2:29][C:30]=3[O:31][C:20]=2[CH:19]=1.C([O-])([O-])=O.[Cs+].[Cs+].CN[C@@H]1CCCC[C@H]1NC. Product: [F:1][C:2]1[CH:3]=[CH:4][C:5]([CH2:8][CH2:9][N:10]2[CH2:15][CH2:14][N:13]([C:18]3[CH:23]=[CH:22][C:21]4[C:24]5[CH2:25][N:26]([C:32]([O:34][C:35]([CH3:38])([CH3:37])[CH3:36])=[O:33])[CH2:27][CH2:28][CH2:29][C:30]=5[O:31][C:20]=4[CH:19]=3)[C:12](=[O:16])[CH2:11]2)=[N:6][CH:7]=1. The catalyst class is: 432. (7) Reactant: [Cl:1][C:2]1[CH:3]=[CH:4][C:5]([N:8]2[CH:12]=[C:11]([CH2:13][CH2:14][CH2:15][OH:16])[C:10]([CH:17]([CH2:20][CH3:21])[CH2:18][CH3:19])=[N:9]2)=[N:6][CH:7]=1.[CH2:22]([O:24][C:25]1[C:26](O)=[C:27]([CH2:31][C:32]([O:34]C)=[O:33])[CH:28]=[CH:29][CH:30]=1)[CH3:23].C(P(CCCC)CCCC)CCC.N(C(N1CCCCC1)=O)=NC(N1CCCCC1)=O. Product: [Cl:1][C:2]1[CH:3]=[CH:4][C:5]([N:8]2[CH:12]=[C:11]([CH2:13][CH2:14][CH2:15][O:16][C:26]3[C:25]([O:24][CH2:22][CH3:23])=[CH:30][CH:29]=[CH:28][C:27]=3[CH2:31][C:32]([OH:34])=[O:33])[C:10]([CH:17]([CH2:20][CH3:21])[CH2:18][CH3:19])=[N:9]2)=[N:6][CH:7]=1. The catalyst class is: 7.